From a dataset of Full USPTO retrosynthesis dataset with 1.9M reactions from patents (1976-2016). Predict the reactants needed to synthesize the given product. (1) Given the product [CH3:1][O:2][C:3]([C:4]1[CH:5]([C:6]2[CH:11]=[C:10]([Cl:12])[CH:9]=[C:8]([Cl:13])[CH:7]=2)[N:23]=[C:21]([S:22][CH3:29])[NH:20][C:14]=1[CH2:15][CH3:16])=[O:18], predict the reactants needed to synthesize it. The reactants are: [CH3:1][O:2][C:3](=[O:18])[C:4]([C:14](=O)[CH2:15][CH3:16])=[CH:5][C:6]1[CH:11]=[C:10]([Cl:12])[CH:9]=[C:8]([Cl:13])[CH:7]=1.C[NH:20][C:21](=[NH:23])[SH:22].S([O-])([O-])(=O)=O.[C:29]([O-])(=O)C.[Na+]. (2) Given the product [CH2:37]([N:44]1[CH2:49][CH2:48][CH:47]([NH:18][C:16]([C:15]2[CH:14]=[C:13]3[C:9]([CH:10]=[N:11][N:12]3[CH2:19][CH:20]([CH3:22])[CH3:21])=[CH:8][C:7]=2[O:6][C:5]2[CH:23]=[CH:24][C:2]([F:1])=[CH:3][CH:4]=2)=[O:17])[CH2:46][CH2:45]1)[C:38]1[CH:43]=[CH:42][CH:41]=[CH:40][CH:39]=1, predict the reactants needed to synthesize it. The reactants are: [F:1][C:2]1[CH:24]=[CH:23][C:5]([O:6][C:7]2[CH:8]=[C:9]3[C:13](=[CH:14][C:15]=2[C:16]([NH2:18])=[O:17])[N:12]([CH2:19][CH:20]([CH3:22])[CH3:21])[N:11]=[CH:10]3)=[CH:4][CH:3]=1.C(N1C=CN=C1)(N1C=CN=C1)=O.[CH2:37]([N:44]1[CH2:49][CH2:48][CH:47](N)[CH2:46][CH2:45]1)[C:38]1[CH:43]=[CH:42][CH:41]=[CH:40][CH:39]=1.